This data is from Forward reaction prediction with 1.9M reactions from USPTO patents (1976-2016). The task is: Predict the product of the given reaction. (1) The product is: [F:3][C:4]1[C:9]([F:10])=[CH:8][CH:7]=[CH:6][C:5]=1[C@H:11]1[CH2:17][N:16]([CH2:33][C:34]([F:37])([F:36])[F:35])[C:15](=[S:18])[C@H:14]([NH:19][C:20](=[O:26])[O:21][C:22]([CH3:23])([CH3:25])[CH3:24])[CH2:13][CH2:12]1. Given the reactants [H-].[Na+].[F:3][C:4]1[C:9]([F:10])=[CH:8][CH:7]=[CH:6][C:5]=1[C@H:11]1[CH2:17][NH:16][C:15](=[S:18])[C@H:14]([NH:19][C:20](=[O:26])[O:21][C:22]([CH3:25])([CH3:24])[CH3:23])[CH2:13][CH2:12]1.FC(F)(F)S(O[CH2:33][C:34]([F:37])([F:36])[F:35])(=O)=O.O, predict the reaction product. (2) Given the reactants [CH3:1][N:2]1[CH:6]=[CH:5][C:4]([C:7]([OH:9])=[O:8])=[N:3]1.O=S(Cl)Cl.[CH3:14]O, predict the reaction product. The product is: [CH3:1][N:2]1[CH:6]=[CH:5][C:4]([C:7]([O:9][CH3:14])=[O:8])=[N:3]1. (3) Given the reactants [CH:1]1([CH2:4][NH:5][N:6]2[C:15]3[C:10](=[CH:11][CH:12]=[CH:13][CH:14]=3)[C:9]([OH:16])=[C:8]([C:17]3[NH:22][C:21]4[CH:23]=[CH:24][C:25]([OH:27])=[CH:26][C:20]=4[S:19](=[O:29])(=[O:28])[N:18]=3)[C:7]2=[O:30])[CH2:3][CH2:2]1.C(=O)([O-])[O-].[Cs+].[Cs+].Br[CH2:38][C:39]([NH2:41])=[O:40], predict the reaction product. The product is: [CH:1]1([CH2:4][NH:5][N:6]2[C:15]3[C:10](=[CH:11][CH:12]=[CH:13][CH:14]=3)[C:9]([OH:16])=[C:8]([C:17]3[NH:22][C:21]4[CH:23]=[CH:24][C:25]([O:27][CH2:38][C:39]([NH2:41])=[O:40])=[CH:26][C:20]=4[S:19](=[O:28])(=[O:29])[N:18]=3)[C:7]2=[O:30])[CH2:2][CH2:3]1. (4) Given the reactants [CH:1]([C:4]1[CH:9]=[CH:8][C:7]([NH:10][CH2:11][C:12]2[CH:13]=[CH:14][C:15]([O:18][CH3:19])=[N:16][CH:17]=2)=[CH:6][CH:5]=1)([CH3:3])[CH3:2].[CH:20]([C:23]1[CH:28]=[CH:27][CH:26]=[C:25]([CH:29]([CH3:31])[CH3:30])[C:24]=1[N:32]=[C:33]=[O:34])([CH3:22])[CH3:21], predict the reaction product. The product is: [CH:20]([C:23]1[CH:28]=[CH:27][CH:26]=[C:25]([CH:29]([CH3:30])[CH3:31])[C:24]=1[NH:32][C:33](=[O:34])[N:10]([C:7]1[CH:6]=[CH:5][C:4]([CH:1]([CH3:3])[CH3:2])=[CH:9][CH:8]=1)[CH2:11][C:12]1[CH:13]=[CH:14][C:15]([O:18][CH3:19])=[N:16][CH:17]=1)([CH3:21])[CH3:22]. (5) Given the reactants [CH:1]12[CH2:10][CH:5]3[CH2:6][CH:7]([CH2:9][CH:3]([CH2:4]3)[CH2:2]1)[CH2:8]2.[OH:11]N1C(=O)N(O)C(=O)N(O)[C:13]1=[O:22].[O:23]=O, predict the reaction product. The product is: [CH:1]12[CH2:10][CH:5]3[CH2:6][CH:7]([CH2:9][CH:3]([CH2:4]3)[C:2]1=[O:11])[CH2:8]2.[C:13]12([OH:22])[CH2:9][CH:3]3[CH2:4][CH:5]([CH2:10][CH:1]([CH2:2]3)[CH2:8]1)[CH2:6]2.[C:13]12([OH:22])[CH2:9][CH:7]3[CH2:6][CH:5]([CH2:10][C:1]([OH:23])([CH2:8]3)[CH2:2]1)[CH2:4]2. (6) The product is: [F:1][C:2]1[CH:3]=[C:4]([C@@H:9]2[CH2:13][CH2:12][C@H:11]([CH2:14][CH2:15][CH2:16][CH2:17][C:18]([O:20][CH3:21])=[O:19])[N:10]2[C:22]([O:24][C:25]([CH3:28])([CH3:27])[CH3:26])=[O:23])[CH:5]=[CH:6][C:7]=1[F:8]. Given the reactants [F:1][C:2]1[CH:3]=[C:4]([C@@H:9]2[CH2:13][CH2:12][C@H:11]([CH2:14][CH2:15]/[CH:16]=[CH:17]/[C:18]([O:20][CH3:21])=[O:19])[N:10]2[C:22]([O:24][C:25]([CH3:28])([CH3:27])[CH3:26])=[O:23])[CH:5]=[CH:6][C:7]=1[F:8].[H][H], predict the reaction product. (7) Given the reactants Cl.[F:2][C:3]1[CH:11]=[C:10]2[C:6]([CH:7]=[N:8][NH:9]2)=[CH:5][C:4]=1NC.[Cl:14][C:15]1[CH:16]=[N:17][C:18]2[C:23]([CH:24]=1)=[CH:22][C:21]([CH2:25][C:26]1[CH:27]=[C:28]([CH:32]=[CH:33][N:34]=1)[C:29]([OH:31])=O)=[CH:20][CH:19]=2.[CH3:35][N:36](C(ON1N=NC2C=CC=NC1=2)=[N+](C)C)C.F[P-](F)(F)(F)(F)F, predict the reaction product. The product is: [Cl:14][C:15]1[CH:16]=[N:17][C:18]2[C:23]([CH:24]=1)=[CH:22][C:21]([CH2:25][C:26]1[CH:27]=[C:28]([CH:32]=[CH:33][N:34]=1)[C:29]([NH:36][CH2:35][C:4]1[CH:5]=[C:6]3[C:10](=[CH:11][C:3]=1[F:2])[NH:9][N:8]=[CH:7]3)=[O:31])=[CH:20][CH:19]=2. (8) Given the reactants [O:1]=[C:2]1[CH2:7][CH2:6][CH:5]([N:8]2[C:13](=[O:14])[C:12]([CH2:15][C:16]3[CH:21]=[CH:20][C:19]([C:22]4[CH:27]=[CH:26][CH:25]=[CH:24][C:23]=4[C:28]4[NH:32][C:31](=[O:33])[O:30][N:29]=4)=[CH:18][CH:17]=3)=[C:11]([CH2:34][CH2:35][CH3:36])[N:10]3[N:37]=[CH:38][N:39]=[C:9]23)[CH2:4][CH2:3]1.[CH2:40]=[C:41]([CH2:44]O)[CH2:42][OH:43].CC1C=CC(S(O)(=O)=O)=CC=1, predict the reaction product. The product is: [CH2:40]=[C:41]1[CH2:42][O:43][C:2]2([CH2:7][CH2:6][CH:5]([N:8]3[C:13](=[O:14])[C:12]([CH2:15][C:16]4[CH:17]=[CH:18][C:19]([C:22]5[CH:27]=[CH:26][CH:25]=[CH:24][C:23]=5[C:28]5[NH:32][C:31](=[O:33])[O:30][N:29]=5)=[CH:20][CH:21]=4)=[C:11]([CH2:34][CH2:35][CH3:36])[N:10]4[N:37]=[CH:38][N:39]=[C:9]34)[CH2:4][CH2:3]2)[O:1][CH2:44]1. (9) Given the reactants [Cl-:1].[Cl-].[Cl-].[C:4]([C:8]1[N-:9][C:10]([C:17]([CH3:20])([CH3:19])[CH3:18])=[C:11]([C:13]([CH3:16])([CH3:15])[CH3:14])[N:12]=1)([CH3:7])([CH3:6])[CH3:5].[Ti+4:21].[CH3:22][O-:23].[Li+], predict the reaction product. The product is: [CH3:22][O-:23].[Cl-:1].[Cl-:1].[C:4]([C:8]1[N-:12][C:11]([C:13]([CH3:16])([CH3:15])[CH3:14])=[C:10]([C:17]([CH3:20])([CH3:19])[CH3:18])[N:9]=1)([CH3:7])([CH3:6])[CH3:5].[Ti+4:21].